This data is from Catalyst prediction with 721,799 reactions and 888 catalyst types from USPTO. The task is: Predict which catalyst facilitates the given reaction. (1) Reactant: CN(C=O)C.[C:6]([O:10][C:11](=[O:47])[NH:12][C:13]1([C:17]2[CH:22]=[CH:21][C:20]([C:23]3[N:24]=[C:25]4[CH:30]=[CH:29][C:28](B5OC(C)(C)C(C)(C)O5)=[CH:27][N:26]4[C:40]=3[C:41]3[CH:46]=[CH:45][CH:44]=[CH:43][CH:42]=3)=[CH:19][CH:18]=2)[CH2:16][CH2:15][CH2:14]1)([CH3:9])([CH3:8])[CH3:7].[CH2:48]([O:55][C:56]1[C:61](Br)=[CH:60][CH:59]=[CH:58][N:57]=1)[C:49]1[CH:54]=[CH:53][CH:52]=[CH:51][CH:50]=1.C(=O)([O-])[O-].[Na+].[Na+]. Product: [C:6]([O:10][C:11](=[O:47])[NH:12][C:13]1([C:17]2[CH:22]=[CH:21][C:20]([C:23]3[N:24]=[C:25]4[CH:30]=[CH:29][C:28]([C:61]5[C:56]([O:55][CH2:48][C:49]6[CH:50]=[CH:51][CH:52]=[CH:53][CH:54]=6)=[N:57][CH:58]=[CH:59][CH:60]=5)=[CH:27][N:26]4[C:40]=3[C:41]3[CH:42]=[CH:43][CH:44]=[CH:45][CH:46]=3)=[CH:19][CH:18]=2)[CH2:14][CH2:15][CH2:16]1)([CH3:8])([CH3:7])[CH3:9]. The catalyst class is: 12. (2) Reactant: [NH2:1][C:2]1[C:6]([C:7]([O:9][CH2:10][CH3:11])=[O:8])=[CH:5][NH:4][N:3]=1.[Br:12]N1C(=O)CCC1=O. Product: [NH2:1][C:2]1[C:6]([C:7]([O:9][CH2:10][CH3:11])=[O:8])=[C:5]([Br:12])[NH:4][N:3]=1. The catalyst class is: 10. (3) Reactant: [C:1]([NH:8][CH2:9][CH2:10][C:11]([OH:13])=O)([O:3][C:4]([CH3:7])([CH3:6])[CH3:5])=[O:2].[CH2:14]([N:16](C(C)C)[CH:17](C)C)C.CN(C(ON1N=NC2C=CC=NC1=2)=[N+](C)C)C.F[P-](F)(F)(F)(F)F.Cl.CNC. Product: [CH3:14][N:16]([CH3:17])[C:11](=[O:13])[CH2:10][CH2:9][NH:8][C:1](=[O:2])[O:3][C:4]([CH3:7])([CH3:6])[CH3:5]. The catalyst class is: 18.